This data is from Full USPTO retrosynthesis dataset with 1.9M reactions from patents (1976-2016). The task is: Predict the reactants needed to synthesize the given product. The reactants are: Cl[C:2]1[C:7]([CH:8]=[O:9])=[C:6]([N:10]2[CH2:22][CH2:21][N:13]3[C:14]4[CH2:15][CH2:16][CH2:17][CH2:18][C:19]=4[CH:20]=[C:12]3[C:11]2=[O:23])[N:5]=[CH:4][CH:3]=1.[CH3:24][N:25]1[CH:30]=[C:29](B2OC(C)(C)C(C)(C)O2)[CH:28]=[C:27]([NH:40][C:41]2[CH:46]=[CH:45][C:44]([N:47]3[CH2:52][CH2:51][N:50]([CH:53]4[CH2:56][O:55][CH2:54]4)[CH2:49][C@H:48]3[CH3:57])=[CH:43][N:42]=2)[C:26]1=[O:58].[O-]P([O-])([O-])=O.[K+].[K+].[K+].C([O-])(=O)C.[Na+]. Given the product [CH3:24][N:25]1[C:26](=[O:58])[C:27]([NH:40][C:41]2[CH:46]=[CH:45][C:44]([N:47]3[CH2:52][CH2:51][N:50]([CH:53]4[CH2:54][O:55][CH2:56]4)[CH2:49][C@H:48]3[CH3:57])=[CH:43][N:42]=2)=[CH:28][C:29]([C:2]2[C:7]([CH:8]=[O:9])=[C:6]([N:10]3[CH:22]=[CH:21][N:13]4[C:14]5[CH2:15][CH2:16][CH2:17][CH2:18][C:19]=5[CH:20]=[C:12]4[C:11]3=[O:23])[N:5]=[CH:4][CH:3]=2)=[CH:30]1, predict the reactants needed to synthesize it.